Dataset: Full USPTO retrosynthesis dataset with 1.9M reactions from patents (1976-2016). Task: Predict the reactants needed to synthesize the given product. Given the product [NH2:31][CH:32]([C:36]1[CH:41]=[CH:40][CH:39]=[CH:38][CH:37]=1)[C:33]([N:10]([C:6]1[CH:7]=[CH:8][CH:9]=[C:4]([O:3][CH:2]([F:1])[F:23])[CH:5]=1)[CH2:11][CH2:12][C:13]1[CH:18]=[CH:17][C:16]([C:19]([F:20])([F:21])[F:22])=[CH:15][CH:14]=1)=[O:34], predict the reactants needed to synthesize it. The reactants are: [F:1][CH:2]([F:23])[O:3][C:4]1[CH:5]=[C:6]([NH:10][CH2:11][CH2:12][C:13]2[CH:18]=[CH:17][C:16]([C:19]([F:22])([F:21])[F:20])=[CH:15][CH:14]=2)[CH:7]=[CH:8][CH:9]=1.C(OC([NH:31][CH:32]([C:36]1[CH:41]=[CH:40][CH:39]=[CH:38][CH:37]=1)[C:33](O)=[O:34])=O)(C)(C)C.